This data is from Forward reaction prediction with 1.9M reactions from USPTO patents (1976-2016). The task is: Predict the product of the given reaction. Given the reactants [CH3:1][O:2][C:3]1[CH:4]=[CH:5][C:6]([NH:11][C:12]2[C:13]3[N:14]([CH:40]=[CH:41][N:42]=3)[N:15]=[C:16]([C:18]3[CH:19]=[C:20]([CH:37]=[CH:38][CH:39]=3)[C:21]([NH:23][C:24]3[CH:36]=[CH:35][C:27]([C:28]([O:30]C(C)(C)C)=[O:29])=[CH:26][CH:25]=3)=[O:22])[CH:17]=2)=[N:7][C:8]=1[O:9][CH3:10].C(O)(C(F)(F)F)=O, predict the reaction product. The product is: [CH3:1][O:2][C:3]1[CH:4]=[CH:5][C:6]([NH:11][C:12]2[C:13]3[N:14]([CH:40]=[CH:41][N:42]=3)[N:15]=[C:16]([C:18]3[CH:19]=[C:20]([CH:37]=[CH:38][CH:39]=3)[C:21]([NH:23][C:24]3[CH:36]=[CH:35][C:27]([C:28]([OH:30])=[O:29])=[CH:26][CH:25]=3)=[O:22])[CH:17]=2)=[N:7][C:8]=1[O:9][CH3:10].